Dataset: Forward reaction prediction with 1.9M reactions from USPTO patents (1976-2016). Task: Predict the product of the given reaction. Given the reactants [Cl:1][C:2]1[CH:7]=[CH:6][C:5]([SH:8])=[CH:4][CH:3]=1.BrCCCCCC[N:16]1[C:20](=[O:21])[C:19]2=[CH:22][CH:23]=[CH:24][CH:25]=[C:18]2[C:17]1=[O:26].C([O-])([O-])=O.[K+].[K+], predict the reaction product. The product is: [Cl:1][C:2]1[CH:7]=[CH:6][C:5]([S:8][CH2:6][CH2:7][CH2:2][CH2:3][CH2:4][CH2:5][C:25]2[CH:24]=[CH:23][CH:22]=[C:19]3[C:20]([NH:16][C:17](=[O:26])[C:18]=23)=[O:21])=[CH:4][CH:3]=1.